This data is from Forward reaction prediction with 1.9M reactions from USPTO patents (1976-2016). The task is: Predict the product of the given reaction. (1) Given the reactants [C:1]([O:5][C:6](=[O:22])[N:7]([CH2:11][CH2:12][C:13]1[CH:18]=[CH:17][C:16]([N+:19]([O-:21])=[O:20])=[CH:15][CH:14]=1)[CH2:8][CH:9]=O)([CH3:4])([CH3:3])[CH3:2].Cl.[NH2:24][CH2:25][C:26]([O:28][CH2:29][CH3:30])=[O:27].C([BH3-])#N.[Na+], predict the reaction product. The product is: [C:1]([O:5][C:6]([N:7]([CH2:11][CH2:12][C:13]1[CH:18]=[CH:17][C:16]([N+:19]([O-:21])=[O:20])=[CH:15][CH:14]=1)[CH2:8][CH2:9][NH:24][CH2:25][C:26]([O:28][CH2:29][CH3:30])=[O:27])=[O:22])([CH3:4])([CH3:3])[CH3:2]. (2) The product is: [Cl:1][C:2]1[CH:3]=[CH:4][C:5]([CH2:8][CH2:9][CH2:10][CH2:11][NH:13][CH3:14])=[CH:6][CH:7]=1. Given the reactants [Cl:1][C:2]1[CH:7]=[CH:6][C:5]([CH2:8][CH2:9][CH2:10][C:11]([NH:13][CH3:14])=O)=[CH:4][CH:3]=1.[BH4-].[Na+].II.CO, predict the reaction product.